Task: Predict the product of the given reaction.. Dataset: Forward reaction prediction with 1.9M reactions from USPTO patents (1976-2016) (1) The product is: [CH2:1]1[O:17][C:16]2[C:3](=[CH:4][C:5]3[CH:6]=[C:7]([CH2:26][N:27]4[CH2:34][CH2:33][CH2:32][C@H:28]4[C:29]([OH:31])=[O:30])[C:8]4[C:13]([C:14]=3[CH:15]=2)=[CH:12][C:11]([OH:18])=[CH:10][CH:9]=4)[O:2]1. Given the reactants [CH2:1]1[O:17][C:16]2[C:3](=[CH:4][C:5]3[CH:6]=[C:7]([CH2:26][N:27]4[CH2:34][CH2:33][CH2:32][C@H:28]4[C:29]([OH:31])=[O:30])[C:8]4[C:13]([C:14]=3[CH:15]=2)=[CH:12][C:11]([O:18]CC2C=CC=CC=2)=[CH:10][CH:9]=4)[O:2]1.N, predict the reaction product. (2) The product is: [ClH:33].[NH:14]1[CH2:15][CH:16]([C:18]2[NH:19][C:20](=[O:32])[C:21]3[C:26]([CH3:27])=[N:25][N:24]([C:28]([CH3:30])([CH3:29])[CH3:31])[C:22]=3[N:23]=2)[CH2:17]1. Given the reactants C([N:14]1[CH2:17][CH:16]([C:18]2[NH:19][C:20](=[O:32])[C:21]3[C:26]([CH3:27])=[N:25][N:24]([C:28]([CH3:31])([CH3:30])[CH3:29])[C:22]=3[N:23]=2)[CH2:15]1)(C1C=CC=CC=1)C1C=CC=CC=1.[ClH:33], predict the reaction product. (3) Given the reactants [Cl:1][C:2]1[C:3]([F:22])=[C:4]([CH:19]=[CH:20][CH:21]=1)[NH:5][C:6]1[C:15]2[C:10](=[CH:11][C:12]([O:17][CH3:18])=[C:13]([OH:16])[CH:14]=2)[N:9]=[CH:8][N:7]=1.[N+](C1C=CC(S(O[C@@H:36]2[CH2:40][CH2:39][N:38]([C:41]([O:43][C:44]([CH3:47])([CH3:46])[CH3:45])=[O:42])[CH2:37]2)(=O)=O)=CC=1)([O-])=O, predict the reaction product. The product is: [Cl:1][C:2]1[C:3]([F:22])=[C:4]([CH:19]=[CH:20][CH:21]=1)[NH:5][C:6]1[C:15]2[C:10](=[CH:11][C:12]([O:17][CH3:18])=[C:13]([O:16][C@H:40]3[CH2:36][CH2:37][N:38]([C:41]([O:43][C:44]([CH3:47])([CH3:46])[CH3:45])=[O:42])[CH2:39]3)[CH:14]=2)[N:9]=[CH:8][N:7]=1.